The task is: Predict the reaction yield, written as a fraction of the theoretical maximum amount of product (1.0 means a 100% yield; for example, 0.34 means a 34% yield).. This data is from Reaction yield outcomes from USPTO patents with 853,638 reactions. (1) The reactants are [OH:1][CH:2]1[CH2:5][N:4]([C:6]2[CH:11]=[CH:10][C:9]([C:12](=[O:16])COC)=[CH:8][CH:7]=2)[CH2:3]1.[OH2:17].[OH-].[Li+].Cl. The catalyst is O.CO.C1COCC1. The product is [OH:1][CH:2]1[CH2:3][N:4]([C:6]2[CH:7]=[CH:8][C:9]([C:12]([OH:16])=[O:17])=[CH:10][CH:11]=2)[CH2:5]1. The yield is 0.949. (2) The reactants are [CH2:1]([C:3]1[CH:4]=[C:5]2[C:9](=[CH:10][C:11]=1[N+:12]([O-])=O)[NH:8][CH:7]=[CH:6]2)[CH3:2]. The catalyst is [Ni]. The product is [CH2:1]([C:3]1[CH:4]=[C:5]2[C:9](=[CH:10][C:11]=1[NH2:12])[NH:8][CH:7]=[CH:6]2)[CH3:2]. The yield is 0.480. (3) The reactants are [C:1]1(=[O:6])[O:5][CH2:4][CH2:3][CH2:2]1.[CH3:7][O:8][C:9]1[CH:10]=[C:11]([CH:15]=[CH:16][CH:17]=1)[C:12](Cl)=[O:13].C[Si](C)(C)[N-][Si](C)(C)C.[Li+].C(=O)([O-])O.[Na+]. The catalyst is O1CCCC1. The product is [CH3:7][O:8][C:9]1[CH:10]=[C:11]([CH:15]=[CH:16][CH:17]=1)[C:12]([CH:2]1[CH2:3][CH2:4][O:5][C:1]1=[O:6])=[O:13]. The yield is 0.360. (4) The reactants are [NH:1]1[C:5]2=[N:6][CH:7]=[CH:8][CH:9]=[C:4]2[CH:3]=[CH:2]1.[OH-].[Na+]. The catalyst is C(O)=O.C(N(CC)CC)C.[C].[Pd]. The product is [NH:1]1[C:5]2=[N:6][CH:7]=[CH:8][CH:9]=[C:4]2[CH2:3][CH2:2]1. The yield is 0.220. (5) The reactants are [CH2:1]([O:8][C:9]1[CH:14]=[CH:13][C:12]([C:15](=[O:17])[CH3:16])=[CH:11][C:10]=1[O:18][CH3:19])[C:2]1[CH:7]=[CH:6][CH:5]=[CH:4][CH:3]=1.[N+:20]([O-])([OH:22])=[O:21].S(=O)(=O)(O)O. The catalyst is ClCCl. The product is [CH2:1]([O:8][C:9]1[C:10]([O:18][CH3:19])=[CH:11][C:12]([C:15](=[O:17])[CH3:16])=[C:13]([N+:20]([O-:22])=[O:21])[CH:14]=1)[C:2]1[CH:3]=[CH:4][CH:5]=[CH:6][CH:7]=1. The yield is 0.600. (6) The reactants are C(N(CC)CC)C.[C:8](OC(=O)C)(=[O:10])[CH3:9].C(Cl)Cl.[CH3:18][C:19]1([CH3:52])[NH:24][CH2:23][CH2:22][N:21]([C:25]2[N:26]([CH2:47][C:48]([F:51])([F:50])[F:49])[C:27]3[C:32]([N:33]=2)=[C:31]([N:34]2[CH2:39][CH2:38][O:37][CH2:36][CH2:35]2)[N:30]=[C:29]([C:40]2[CH:41]=[N:42][C:43]([NH2:46])=[N:44][CH:45]=2)[N:28]=3)[CH2:20]1. The catalyst is C(Cl)Cl.CO. The product is [C:8]([N:24]1[CH2:23][CH2:22][N:21]([C:25]2[N:26]([CH2:47][C:48]([F:51])([F:49])[F:50])[C:27]3[C:32]([N:33]=2)=[C:31]([N:34]2[CH2:35][CH2:36][O:37][CH2:38][CH2:39]2)[N:30]=[C:29]([C:40]2[CH:45]=[N:44][C:43]([NH2:46])=[N:42][CH:41]=2)[N:28]=3)[CH2:20][C:19]1([CH3:52])[CH3:18])(=[O:10])[CH3:9]. The yield is 0.880. (7) The reactants are [F:1][C:2]1[CH:10]=[CH:9][C:8]([CH2:11][C:12]2[C:21]3[C:16](=[CH:17][CH:18]=[CH:19][CH:20]=3)[C:15](=[O:22])[NH:14][N:13]=2)=[CH:7][C:3]=1[C:4]([OH:6])=O.F[P-](F)(F)(F)(F)F.N1(OC(N(C)C)=[N+](C)C)C2C=CC=CC=2N=N1.[N:47]1[CH:48]=[N:49][N:50]2[CH2:55][CH2:54][NH:53][CH2:52][C:51]=12.C(N(CC)C(C)C)(C)C. The catalyst is CN(C)C=O. The product is [N:47]1[CH:48]=[N:49][N:50]2[CH2:55][CH2:54][N:53]([C:4]([C:3]3[CH:7]=[C:8]([CH2:11][C:12]4[C:21]5[C:16](=[CH:17][CH:18]=[CH:19][CH:20]=5)[C:15](=[O:22])[NH:14][N:13]=4)[CH:9]=[CH:10][C:2]=3[F:1])=[O:6])[CH2:52][C:51]=12. The yield is 0.210. (8) The product is [Br:1][C:2]1[CH:3]=[C:4]([C:8]2([CH3:12])[CH2:9][N:10]([CH3:11])[C:15](=[NH:16])[NH:13]2)[CH:5]=[CH:6][CH:7]=1. The catalyst is CCO. The reactants are [Br:1][C:2]1[CH:3]=[C:4]([C:8]([NH2:13])([CH3:12])[CH2:9][NH:10][CH3:11])[CH:5]=[CH:6][CH:7]=1.Br[C:15]#[N:16]. The yield is 1.00.